Dataset: Experimentally validated miRNA-target interactions with 360,000+ pairs, plus equal number of negative samples. Task: Binary Classification. Given a miRNA mature sequence and a target amino acid sequence, predict their likelihood of interaction. The miRNA is hsa-miR-329-5p with sequence GAGGUUUUCUGGGUUUCUGUUUC. Result: 0 (no interaction). The protein sequence of the target gene is MGPMWRMRGGATRRGSCCGGDGAADGRGPGRSGRARGGGSPSGGGGGVGWRGRADGARQQLEERFADLAASHLEAIRARDEWDRQNARLRQENARLRLENRRLKRENRSLFRQALRLPGEGGNGTPAEARRVPEEASTNRRARDSGREDEPGSPRALRARLEKLEAMYRRALLQLHLEQRGPRPSGDKEEQPLQEPDSGLRSRDSEPSGPWL.